Dataset: Forward reaction prediction with 1.9M reactions from USPTO patents (1976-2016). Task: Predict the product of the given reaction. Given the reactants Cl.[CH2:2]([C:6]1[O:7][C:8]2[CH:16]=[CH:15][CH:14]=[CH:13][C:9]=2[C:10]=1[CH2:11][NH2:12])[CH2:3][CH2:4][CH3:5].[CH2:17]([NH:29][C:30](=[O:39])[C:31]1[CH:36]=[CH:35][C:34]([CH:37]=O)=[CH:33][CH:32]=1)[CH2:18][CH2:19][CH2:20][CH2:21][CH2:22][CH2:23][CH2:24][CH2:25][CH2:26][CH2:27][CH3:28], predict the reaction product. The product is: [CH2:2]([C:6]1[O:7][C:8]2[CH:16]=[CH:15][CH:14]=[CH:13][C:9]=2[C:10]=1[CH2:11][NH:12][CH2:37][C:34]1[CH:35]=[CH:36][C:31]([C:30]([NH:29][CH2:17][CH2:18][CH2:19][CH2:20][CH2:21][CH2:22][CH2:23][CH2:24][CH2:25][CH2:26][CH2:27][CH3:28])=[O:39])=[CH:32][CH:33]=1)[CH2:3][CH2:4][CH3:5].